From a dataset of Full USPTO retrosynthesis dataset with 1.9M reactions from patents (1976-2016). Predict the reactants needed to synthesize the given product. (1) Given the product [NH2:1][C:2]1[CH:7]=[CH:6][C:5]([O:8][C:28]2[CH:33]=[CH:32][N:31]=[C:30]([C:34]([NH2:36])=[O:35])[CH:29]=2)=[C:4]([F:9])[C:3]=1[F:10], predict the reactants needed to synthesize it. The reactants are: [NH2:1][C:2]1[CH:7]=[CH:6][C:5]([OH:8])=[C:4]([F:9])[C:3]=1[F:10].NC1C(O)=C(F)C(F)=CC=1.CC(C)([O-])C.[K+].Cl[C:28]1[CH:33]=[CH:32][N:31]=[C:30]([C:34]([NH2:36])=[O:35])[CH:29]=1.[OH-].[Na+]. (2) Given the product [NH2:91][C:86]1[CH:85]=[C:84]([C:80]([CH3:83])([CH3:81])[CH3:82])[CH:89]=[CH:88][C:87]=1[NH:90][C:34](=[O:35])[CH2:33][CH2:32][CH:30]1[CH2:31][CH:28]([N:27]([CH2:26][C@@H:18]2[C@@H:19]3[C@@H:20]([O:21][C:22]([CH3:24])([CH3:25])[O:23]3)[C@H:16]([N:13]3[C:9]4[N:10]=[CH:11][N:12]=[C:7]([NH:6][CH2:5][C:4]5[CH:40]=[CH:41][C:42]([O:44][CH3:45])=[CH:43][C:3]=5[O:2][CH3:1])[C:8]=4[CH:15]=[CH:14]3)[O:17]2)[CH:37]([CH3:38])[CH3:39])[CH2:29]1, predict the reactants needed to synthesize it. The reactants are: [CH3:1][O:2][C:3]1[CH:43]=[C:42]([O:44][CH3:45])[CH:41]=[CH:40][C:4]=1[CH2:5][NH:6][C:7]1[C:8]2[CH:15]=[CH:14][N:13]([C@H:16]3[C@@H:20]4[O:21][C:22]([CH3:25])([CH3:24])[O:23][C@@H:19]4[C@@H:18]([CH2:26][N:27]([CH:37]([CH3:39])[CH3:38])[CH:28]4[CH2:31][CH:30]([CH2:32][CH2:33][C:34](O)=[O:35])[CH2:29]4)[O:17]3)[C:9]=2[N:10]=[CH:11][N:12]=1.CN(C(ON1N=NC2C=CC=NC1=2)=[N+](C)C)C.F[P-](F)(F)(F)(F)F.C1C=NC2N(O)N=NC=2C=1.[C:80]([C:84]1[CH:85]=[C:86]([NH2:91])[C:87]([NH2:90])=[CH:88][CH:89]=1)([CH3:83])([CH3:82])[CH3:81]. (3) Given the product [N+:1]([C:4]1[CH:5]=[C:6]([CH:10]=[CH:11][CH:12]=1)[C:7]([O:9][CH3:17])=[O:8])([O-:3])=[O:2], predict the reactants needed to synthesize it. The reactants are: [N+:1]([C:4]1[CH:5]=[C:6]([CH:10]=[CH:11][CH:12]=1)[C:7]([OH:9])=[O:8])([O-:3])=[O:2].O=S(Cl)Cl.[CH3:17]O. (4) The reactants are: [CH:1]([NH:4][C:5]1[C:10]([CH2:11][OH:12])=[CH:9][N:8]=[C:7]([S:13][CH3:14])[N:6]=1)([CH3:3])[CH3:2]. Given the product [CH:1]([NH:4][C:5]1[C:10]([CH:11]=[O:12])=[CH:9][N:8]=[C:7]([S:13][CH3:14])[N:6]=1)([CH3:3])[CH3:2], predict the reactants needed to synthesize it. (5) Given the product [C:25]([CH2:24][NH:1][CH2:2][C:3]1[CH:8]=[CH:7][N:6]=[C:5]([CH2:9][N:10]([CH2:18][C:19](=[O:23])[N:20]([CH3:22])[CH3:21])[C:11](=[O:17])[O:12][C:13]([CH3:15])([CH3:16])[CH3:14])[CH:4]=1)#[N:26], predict the reactants needed to synthesize it. The reactants are: [NH2:1][CH2:2][C:3]1[CH:8]=[CH:7][N:6]=[C:5]([CH2:9][N:10]([CH2:18][C:19](=[O:23])[N:20]([CH3:22])[CH3:21])[C:11](=[O:17])[O:12][C:13]([CH3:16])([CH3:15])[CH3:14])[CH:4]=1.[CH3:24][CH2:25][N:26](C(C)C)C(C)C.BrCC#N. (6) Given the product [CH2:11]([C:8]1[CH:9]=[CH:10][N:6]2[C:7]=1[C:2](=[O:1])[N:3]([C:28]1[CH:33]=[CH:32][CH:31]=[CH:30][CH:29]=1)[C:4]([C@@H:13]1[CH2:16][CH2:15][N:14]1[C:17]1[C:18]3[C:25]([C:26]#[N:27])=[CH:24][NH:23][C:19]=3[N:20]=[CH:21][N:22]=1)=[N:5]2)[CH3:12], predict the reactants needed to synthesize it. The reactants are: [O:1]=[C:2]1[C:7]2=[C:8]([CH:11]=[CH2:12])[CH:9]=[CH:10][N:6]2[N:5]=[C:4]([C@@H:13]2[CH2:16][CH2:15][N:14]2[C:17]2[C:18]3[C:25]([C:26]#[N:27])=[CH:24][NH:23][C:19]=3[N:20]=[CH:21][N:22]=2)[N:3]1[C:28]1[CH:33]=[CH:32][CH:31]=[CH:30][CH:29]=1.